This data is from Full USPTO retrosynthesis dataset with 1.9M reactions from patents (1976-2016). The task is: Predict the reactants needed to synthesize the given product. (1) Given the product [CH3:11][C:10]1[CH:9]=[C:8]([CH3:12])[C:7]2[N:6]([S:13]([C:16]3[CH:22]=[CH:21][C:19]([CH3:20])=[CH:18][CH:17]=3)(=[O:15])=[O:14])[CH:5]=[CH:4][C:3]=2[C:2]=1[CH:26]=[O:27], predict the reactants needed to synthesize it. The reactants are: I[C:2]1[C:10]([CH3:11])=[CH:9][C:8]([CH3:12])=[C:7]2[C:3]=1[CH:4]=[CH:5][N:6]2[S:13]([C:16]1[CH:22]=[CH:21][C:19]([CH3:20])=[CH:18][CH:17]=1)(=[O:15])=[O:14].CN([CH:26]=[O:27])C.C([Li])CCC.CCCCCC. (2) The reactants are: [CH3:1][C:2]([NH:7][C:8]([NH:10][C:11]1[CH:16]=[CH:15][C:14]([S:17][C:18]([F:21])([F:20])[F:19])=[CH:13][CH:12]=1)=[O:9])([CH3:6])[C:3]([O-])=[O:4]. Given the product [CH3:1][C:2]1([CH3:6])[NH:7][C:8](=[O:9])[N:10]([C:11]2[CH:16]=[CH:15][C:14]([S:17][C:18]([F:21])([F:20])[F:19])=[CH:13][CH:12]=2)[C:3]1=[O:4], predict the reactants needed to synthesize it. (3) Given the product [F:1][C:2]1[CH:7]=[CH:6][C:5]([N+:23]([O-:25])=[O:24])=[CH:4][C:3]=1[C@:8]1([CH3:17])[CH2:13][S:12](=[O:14])(=[O:15])[CH2:11][C:10]([NH2:16])=[N:9]1, predict the reactants needed to synthesize it. The reactants are: [F:1][C:2]1[CH:7]=[CH:6][CH:5]=[CH:4][C:3]=1[C@:8]1([CH3:17])[CH2:13][S:12](=[O:15])(=[O:14])[CH2:11][C:10]([NH2:16])=[N:9]1.S(=O)(=O)(O)O.[N+:23]([O-])([OH:25])=[O:24].C([O-])(O)=O.[Na+].